From a dataset of Reaction yield outcomes from USPTO patents with 853,638 reactions. Predict the reaction yield, written as a fraction of the theoretical maximum amount of product (1.0 means a 100% yield; for example, 0.34 means a 34% yield). (1) The reactants are [Mg].Cl[CH:3]1[CH2:8][CH2:7][O:6][CH2:5][CH2:4]1.[O:9]=[C:10]1[C:15]([CH2:16][C:17]2[CH:22]=[CH:21][C:20]([C:23]3[C:24]([C:29]#[N:30])=[CH:25][CH:26]=[CH:27][CH:28]=3)=[CH:19][CH:18]=2)=[C:14]([CH2:31][CH2:32][CH3:33])[N:13]2[N:34]=[CH:35][N:36]=[C:12]2[N:11]1[CH:37]1[CH2:42][CH2:41][C:40](=[O:43])[CH2:39][CH2:38]1.Cl. The catalyst is BrCCBr.O1CCCC1. The product is [OH:43][C:40]1([CH:3]2[CH2:8][CH2:7][O:6][CH2:5][CH2:4]2)[CH2:41][CH2:42][CH:37]([N:11]2[C:10](=[O:9])[C:15]([CH2:16][C:17]3[CH:22]=[CH:21][C:20]([C:23]4[C:24]([C:29]#[N:30])=[CH:25][CH:26]=[CH:27][CH:28]=4)=[CH:19][CH:18]=3)=[C:14]([CH2:31][CH2:32][CH3:33])[N:13]3[N:34]=[CH:35][N:36]=[C:12]23)[CH2:38][CH2:39]1. The yield is 0.200. (2) The reactants are [NH2:1][C:2]1[S:3][CH:4]=[C:5]([CH2:7][NH:8][C:9]2[C:14]([F:15])=[C:13](Cl)[N:12]=[C:11]([CH3:17])[N:10]=2)[N:6]=1.O.[NH2:19][NH2:20]. The catalyst is CS(C)=O. The product is [NH2:1][C:2]1[S:3][CH:4]=[C:5]([CH2:7][NH:8][C:9]2[N:10]=[C:11]([CH3:17])[N:12]=[C:13]([NH:19][NH2:20])[C:14]=2[F:15])[N:6]=1. The yield is 0.280. (3) The reactants are [Br:1][C:2]1[C:8]([F:9])=[CH:7][C:5]([NH2:6])=[C:4]([N+:10]([O-])=O)[CH:3]=1.[Cl-].[NH4+]. The catalyst is C1COCC1.CCO.O.[Fe]. The product is [Br:1][C:2]1[CH:3]=[C:4]([NH2:10])[C:5]([NH2:6])=[CH:7][C:8]=1[F:9]. The yield is 0.810. (4) The reactants are [CH3:1][N:2]([CH:4]=O)C.N[C:7]1[CH:12]=[CH:11][CH:10]=[CH:9][C:8]=1S.CC(OC(C)=O)=O. The catalyst is C1C=CC=CC=1. The product is [NH:2]1[C:1]2[C:12](=[CH:7][CH:8]=[CH:9][CH:10]=2)[CH:11]=[CH:4]1. The yield is 0.320. (5) The yield is 0.850. The reactants are [F:1][C:2]1[CH:7]=[CH:6][C:5]([F:8])=[CH:4][C:3]=1[C@H:9]1[CH2:13][CH2:12][CH2:11][N:10]1[C:14]1[CH:19]=[CH:18][N:17]2[N:20]=[CH:21][C:22](/[CH:23]=[CH:24]/[C:25]([OH:27])=O)=[C:16]2[N:15]=1.CN(C(ON1N=NC2C=CC=NC1=2)=[N+](C)C)C.F[P-](F)(F)(F)(F)F.CCN(C(C)C)C(C)C.[NH:61]1[CH2:66][CH2:65][NH:64][CH2:63][C:62]1=[O:67]. The product is [F:1][C:2]1[CH:7]=[CH:6][C:5]([F:8])=[CH:4][C:3]=1[C@H:9]1[CH2:13][CH2:12][CH2:11][N:10]1[C:14]1[CH:19]=[CH:18][N:17]2[N:20]=[CH:21][C:22](/[CH:23]=[CH:24]/[C:25]([N:64]3[CH2:65][CH2:66][NH:61][C:62](=[O:67])[CH2:63]3)=[O:27])=[C:16]2[N:15]=1. The catalyst is CN(C=O)C.C(Cl)Cl. (6) The reactants are [C:1]([C:5]1[CH:9]=[C:8]([NH:10][C:11]([NH:13][C@@H:14]2[C:23]3[C:18](=[CH:19][CH:20]=[CH:21][CH:22]=3)[C@H:17]([O:24][C:25]3[CH:26]=[CH:27][C:28]4[N:29]([C:31]([N:34]([CH:38]([CH3:40])[CH3:39])[CH:35]([CH3:37])[CH3:36])=[N:32][N:33]=4)[CH:30]=3)[CH2:16][CH2:15]2)=[O:12])[N:7]([C:41]2[CH:42]=[C:43]([CH:52]=[CH:53][CH:54]=2)[O:44][CH2:45][CH2:46]OS(C)(=O)=O)[N:6]=1)([CH3:4])([CH3:3])[CH3:2].[CH3:55][NH:56][CH3:57]. The yield is 0.400. The product is [C:1]([C:5]1[CH:9]=[C:8]([NH:10][C:11]([NH:13][C@@H:14]2[C:23]3[C:18](=[CH:19][CH:20]=[CH:21][CH:22]=3)[C@H:17]([O:24][C:25]3[CH:26]=[CH:27][C:28]4[N:29]([C:31]([N:34]([CH:38]([CH3:40])[CH3:39])[CH:35]([CH3:36])[CH3:37])=[N:32][N:33]=4)[CH:30]=3)[CH2:16][CH2:15]2)=[O:12])[N:7]([C:41]2[CH:54]=[CH:53][CH:52]=[C:43]([O:44][CH2:45][CH2:46][N:56]([CH3:57])[CH3:55])[CH:42]=2)[N:6]=1)([CH3:2])([CH3:4])[CH3:3]. The catalyst is C1COCC1. (7) The reactants are C(OC(=O)[N:7]([CH:17]1[CH2:25][CH2:24][C:23]2[C:19](=[CH:20][N:21]([C:26]3[C:35]4[C:30](=[CH:31][CH:32]=[C:33]([O:36][CH3:37])[N:34]=4)[N:29]=[CH:28][CH:27]=3)[N:22]=2)[CH2:18]1)[CH2:8][CH2:9][O:10][C:11]1[CH:16]=[CH:15][CH:14]=[CH:13][CH:12]=1)(C)(C)C.C(OC(=O)NC1CCC2C(=CN(C3C4C(=CC=C(OC)N=4)N=CC=3)N=2)C1)(C)(C)C.[H-].[Na+].BrCCOC1C=CC=CC=1. The yield is 0.480. The product is [CH3:37][O:36][C:33]1[N:34]=[C:35]2[C:30](=[CH:31][CH:32]=1)[N:29]=[CH:28][CH:27]=[C:26]2[N:21]1[CH:20]=[C:19]2[C:23]([CH2:24][CH2:25][CH:17]([NH:7][CH2:8][CH2:9][O:10][C:11]3[CH:12]=[CH:13][CH:14]=[CH:15][CH:16]=3)[CH2:18]2)=[N:22]1. The catalyst is CN(C=O)C.CCOC(C)=O.O. (8) The reactants are Br[C:2]1[CH:3]=[C:4]([N:8]2[C:12]3[N:13]=[CH:14][N:15]([CH2:18][C:19]4([OH:32])[CH2:24][CH2:23][N:22]([C:25]([O:27][C:28]([CH3:31])([CH3:30])[CH3:29])=[O:26])[CH2:21][CH2:20]4)[C:16](=[O:17])[C:11]=3[CH:10]=[N:9]2)[CH:5]=[CH:6][CH:7]=1.[F:33][C:34]1[CH:38]=[CH:37][NH:36][N:35]=1.C(=O)([O-])[O-].[K+].[K+].[C@@H]1(N)CCCC[C@H]1N. The catalyst is [Cu]I.O1CCOCC1. The product is [F:33][C:34]1[CH:38]=[CH:37][N:36]([C:2]2[CH:3]=[C:4]([N:8]3[C:12]4[N:13]=[CH:14][N:15]([CH2:18][C:19]5([OH:32])[CH2:24][CH2:23][N:22]([C:25]([O:27][C:28]([CH3:31])([CH3:30])[CH3:29])=[O:26])[CH2:21][CH2:20]5)[C:16](=[O:17])[C:11]=4[CH:10]=[N:9]3)[CH:5]=[CH:6][CH:7]=2)[N:35]=1. The yield is 0.340. (9) The reactants are [CH2:1]([O:8][C:9]1[CH:17]=[CH:16][C:12]([C:13]([NH2:15])=O)=[CH:11][CH:10]=1)[CH2:2][CH2:3][CH2:4][CH2:5][CH2:6][CH3:7].O(C1C=CC(P2(=S)SP(=S)(C3C=CC(OC4C=CC=CC=4)=CC=3)[S:32]2)=CC=1)C1C=CC=CC=1. The catalyst is COCCOC.C1COCC1. The product is [CH2:1]([O:8][C:9]1[CH:17]=[CH:16][C:12]([C:13](=[S:32])[NH2:15])=[CH:11][CH:10]=1)[CH2:2][CH2:3][CH2:4][CH2:5][CH2:6][CH3:7]. The yield is 0.620.